From a dataset of Full USPTO retrosynthesis dataset with 1.9M reactions from patents (1976-2016). Predict the reactants needed to synthesize the given product. (1) The reactants are: [NH2:1][CH2:2][CH:3]([C:5]1[CH:10]=[CH:9][C:8]([O:11][CH2:12][C:13]2[CH:18]=[CH:17][CH:16]=[CH:15][CH:14]=2)=[CH:7][CH:6]=1)[OH:4].CCN(CC)CC.C(Cl)Cl.[Cl:29][CH2:30][C:31](Cl)=[O:32]. Given the product [CH2:12]([O:11][C:8]1[CH:9]=[CH:10][C:5]([CH:3]([OH:4])[CH2:2][NH:1][C:31](=[O:32])[CH2:30][Cl:29])=[CH:6][CH:7]=1)[C:13]1[CH:18]=[CH:17][CH:16]=[CH:15][CH:14]=1, predict the reactants needed to synthesize it. (2) Given the product [CH2:1]([N:3]1[C:7]2[N:8]=[CH:9][C:10]([C:26]3[CH2:30][C:29]4([CH2:34][CH2:33][CH2:32][CH2:31]4)[O:28][N:27]=3)=[C:11]([NH:12][CH:13]3[CH2:14][CH2:15][NH:16][CH2:17][CH2:18]3)[C:6]=2[CH:5]=[N:4]1)[CH3:2], predict the reactants needed to synthesize it. The reactants are: [CH2:1]([N:3]1[C:7]2=[N:8][CH:9]=[C:10]([C:26]3[CH2:30][C:29]4([CH2:34][CH2:33][CH2:32][CH2:31]4)[O:28][N:27]=3)[C:11]([NH:12][CH:13]3[CH2:18][CH2:17][N:16](C(OC(C)(C)C)=O)[CH2:15][CH2:14]3)=[C:6]2[CH:5]=[N:4]1)[CH3:2].FC(F)(F)C(O)=O. (3) Given the product [Br:1][C:2]1[CH:7]=[CH:6][C:5]([CH:8]([CH3:22])[C:9]([C:15]2[CH:16]=[CH:17][C:18](=[O:21])[N:19]([CH2:30][CH3:31])[CH:20]=2)([OH:14])[C:10]([F:13])([F:11])[F:12])=[C:4]([Cl:23])[CH:3]=1, predict the reactants needed to synthesize it. The reactants are: [Br:1][C:2]1[CH:7]=[CH:6][C:5]([CH:8]([CH3:22])[C:9]([C:15]2[CH:16]=[CH:17][C:18](=[O:21])[NH:19][CH:20]=2)([OH:14])[C:10]([F:13])([F:12])[F:11])=[C:4]([Cl:23])[CH:3]=1.C(=O)([O-])[O-].[K+].[K+].[CH2:30](I)[CH3:31].O. (4) Given the product [NH2:9][C:8]1[CH:7]=[CH:6][C:5]([C:12]([N@@:14]2[CH2:16][CH:15]2[CH3:17])=[O:13])=[CH:4][C:3]=1[O:2][CH3:1], predict the reactants needed to synthesize it. The reactants are: [CH3:1][O:2][C:3]1[CH:4]=[C:5]([C:12]([N@@:14]2[CH2:16][CH:15]2[CH3:17])=[O:13])[CH:6]=[CH:7][C:8]=1[N+:9]([O-])=O. (5) Given the product [ClH:1].[CH2:7]([O:14][C:15]1[CH:20]=[CH:19][N:18]([C:21]2[CH:29]=[C:28]3[C:24]([C:25]4[CH2:34][CH2:33][N:32]([CH2:35][CH2:36][N:37]5[CH2:38][CH2:39][CH2:40][CH2:41]5)[CH2:31][C:26]=4[N:27]3[CH3:30])=[CH:23][CH:22]=2)[C:17](=[O:42])[CH:16]=1)[C:8]1[CH:13]=[CH:12][CH:11]=[CH:10][CH:9]=1, predict the reactants needed to synthesize it. The reactants are: [ClH:1].CCOCC.[CH2:7]([O:14][C:15]1[CH:20]=[CH:19][N:18]([C:21]2[CH:29]=[C:28]3[C:24]([C:25]4[CH2:34][CH2:33][N:32]([CH2:35][CH2:36][N:37]5[CH2:41][CH2:40][CH2:39][CH2:38]5)[CH2:31][C:26]=4[N:27]3[CH3:30])=[CH:23][CH:22]=2)[C:17](=[O:42])[CH:16]=1)[C:8]1[CH:13]=[CH:12][CH:11]=[CH:10][CH:9]=1.